The task is: Predict the reaction yield, written as a fraction of the theoretical maximum amount of product (1.0 means a 100% yield; for example, 0.34 means a 34% yield).. This data is from Reaction yield outcomes from USPTO patents with 853,638 reactions. (1) The reactants are [Cl:1][C:2]1[CH:7]=[CH:6][C:5]([C:8]2[CH:13]=[CH:12][N:11]([CH2:14][CH2:15][C@@:16]([CH3:31])([S:27]([CH3:30])(=[O:29])=[O:28])[C:17]([NH:19][O:20]C3CCCCO3)=[O:18])[C:10](=[O:32])[CH:9]=2)=[C:4]([F:33])[CH:3]=1.Cl. The catalyst is ClCCl.O1CCOCC1.O. The product is [Cl:1][C:2]1[CH:7]=[CH:6][C:5]([C:8]2[CH:13]=[CH:12][N:11]([CH2:14][CH2:15][C@@:16]([CH3:31])([S:27]([CH3:30])(=[O:28])=[O:29])[C:17]([NH:19][OH:20])=[O:18])[C:10](=[O:32])[CH:9]=2)=[C:4]([F:33])[CH:3]=1. The yield is 0.880. (2) The reactants are CO.C([O-])([O-])=O.[K+].[K+].C(OC)(C)(C)C.C([O:18][C@H:19]([C:43]([N:45]1[CH2:49][C:48]([F:51])([F:50])[C:47]([CH3:53])([CH3:52])[C@H:46]1[C:54](=[O:58])[NH:55][CH2:56][CH3:57])=[O:44])[C@@H:20]([NH:28][C:29]([C:31]1[C:32]([CH3:42])=[C:33]([O:38]C(=O)C)[CH:34]=[C:35]([CH3:37])[CH:36]=1)=[O:30])[CH2:21][C:22]1[CH:27]=[CH:26][CH:25]=[CH:24][CH:23]=1)(=O)C. The catalyst is C(OCC)(=O)C.Cl. The product is [CH2:56]([NH:55][C:54]([C@@H:46]1[C:47]([CH3:53])([CH3:52])[C:48]([F:50])([F:51])[CH2:49][N:45]1[C:43](=[O:44])[C@@H:19]([OH:18])[C@@H:20]([NH:28][C:29](=[O:30])[C:31]1[CH:36]=[C:35]([CH3:37])[CH:34]=[C:33]([OH:38])[C:32]=1[CH3:42])[CH2:21][C:22]1[CH:27]=[CH:26][CH:25]=[CH:24][CH:23]=1)=[O:58])[CH3:57]. The yield is 0.791. (3) The reactants are [Cl:1][C:2]1[CH:3]=[C:4]([CH:8]=[CH:9][C:10]=1[S:11]([N:14]1[CH2:18][CH2:17][CH2:16][CH2:15]1)(=[O:13])=[O:12])[C:5]([OH:7])=O.CN(C(ON1N=NC2C=CC=CC1=2)=[N+](C)C)C.[B-](F)(F)(F)F.C(N(C(C)C)CC)(C)C.[Cl:50][C:51]1[CH:52]=[CH:53][C:54]2[N:58]=[C:57]([C@@H:59]([NH2:61])[CH3:60])[NH:56][C:55]=2[CH:62]=1.ClCl. The catalyst is CN(C)C=O.C(OCC)(=O)C. The product is [Cl:1][C:2]1[CH:3]=[C:4]([CH:8]=[CH:9][C:10]=1[S:11]([N:14]1[CH2:18][CH2:17][CH2:16][CH2:15]1)(=[O:13])=[O:12])[C:5]([NH:61][C@H:59]([C:57]1[NH:56][C:55]2[CH:62]=[C:51]([Cl:50])[CH:52]=[CH:53][C:54]=2[N:58]=1)[CH3:60])=[O:7]. The yield is 0.500. (4) The reactants are [OH:1][CH:2]1[C:11]2[C:6](=[CH:7][CH:8]=[CH:9][C:10]=2[N+:12]([O-])=O)[N:5]=[CH:4][N:3]1[CH2:15][CH2:16][CH2:17][CH2:18][CH3:19]. The catalyst is CCOC(C)=O.CO.[Pt]. The product is [NH2:12][C:10]1[CH:9]=[CH:8][CH:7]=[C:6]2[C:11]=1[CH:2]([OH:1])[N:3]([CH2:15][CH2:16][CH2:17][CH2:18][CH3:19])[CH:4]=[N:5]2. The yield is 0.740. (5) The reactants are [O:1]=[C:2]1[NH:7][C:6]2[CH:8]=[C:9]([C:11]([O:13][CH3:14])=[O:12])[S:10][C:5]=2[NH:4][CH2:3]1. The catalyst is C1COCC1.[O-2].[Mn+4].[O-2].[O-2].[Mn+2]. The product is [O:1]=[C:2]1[NH:7][C:6]2[CH:8]=[C:9]([C:11]([O:13][CH3:14])=[O:12])[S:10][C:5]=2[N:4]=[CH:3]1. The yield is 0.950. (6) The reactants are N(C(OCC)=O)=NC(OCC)=O.[CH3:13][C:14]1[NH:15][C:16]2[C:21]([C:22]=1[CH3:23])=[CH:20][C:19]([NH:24][C:25]1[C:34]3[C:29](=[CH:30][C:31]([OH:37])=[C:32]([O:35][CH3:36])[CH:33]=3)[N:28]=[CH:27][N:26]=1)=[CH:18][CH:17]=2.C1(P(C2C=CC=CC=2)C2C=CC=CC=2)C=CC=CC=1.[N:57]1([CH2:62]/[CH:63]=[CH:64]/[CH2:65]O)[CH2:61][CH2:60][CH2:59][CH2:58]1. The catalyst is CN(C=O)C.ClCCl. The product is [CH3:13][C:14]1[NH:15][C:16]2[C:21]([C:22]=1[CH3:23])=[CH:20][C:19]([NH:24][C:25]1[C:34]3[C:29](=[CH:30][C:31]([O:37][CH2:65]/[CH:64]=[CH:63]/[CH2:62][N:57]4[CH2:61][CH2:60][CH2:59][CH2:58]4)=[C:32]([O:35][CH3:36])[CH:33]=3)[N:28]=[CH:27][N:26]=1)=[CH:18][CH:17]=2. The yield is 0.550.